Dataset: Full USPTO retrosynthesis dataset with 1.9M reactions from patents (1976-2016). Task: Predict the reactants needed to synthesize the given product. (1) Given the product [CH2:14]([NH:13][C:11]1[S:12][C:8]([C:6]2[CH:5]=[CH:4][N:3]=[C:2]([NH:41][C:28]3[CH:29]=[CH:30][C:31]([N:32]4[CH2:37][CH2:36][N:35]([CH2:38][CH2:39][F:40])[CH2:34][CH2:33]4)=[C:26]([F:25])[CH:27]=3)[N:7]=2)=[C:9]([C:16]2[CH:21]=[C:20]([O:22][CH3:23])[CH:19]=[C:18]([CH3:24])[CH:17]=2)[N:10]=1)[CH3:15], predict the reactants needed to synthesize it. The reactants are: Cl[C:2]1[N:7]=[C:6]([C:8]2[S:12][C:11]([NH:13][CH2:14][CH3:15])=[N:10][C:9]=2[C:16]2[CH:21]=[C:20]([O:22][CH3:23])[CH:19]=[C:18]([CH3:24])[CH:17]=2)[CH:5]=[CH:4][N:3]=1.[F:25][C:26]1[CH:27]=[C:28]([NH2:41])[CH:29]=[CH:30][C:31]=1[N:32]1[CH2:37][CH2:36][N:35]([CH2:38][CH2:39][F:40])[CH2:34][CH2:33]1. (2) Given the product [F:5][C:6]1[C:14]([F:15])=[C:13]([F:16])[C:12]([F:17])=[CH:11][C:7]=1[C:8]([Cl:3])=[O:9], predict the reactants needed to synthesize it. The reactants are: S(Cl)([Cl:3])=O.[F:5][C:6]1[C:14]([F:15])=[C:13]([F:16])[C:12]([F:17])=[CH:11][C:7]=1[C:8](O)=[O:9]. (3) Given the product [C:3]([C:5]1[CH:6]=[C:7]2[C:11](=[CH:12][CH:13]=1)[NH:10][CH:9]=[C:8]2[CH2:14][CH2:15][NH:16][CH2:17][C:18]1[CH:23]=[CH:22][CH:21]=[C:20]([O:24][CH2:25][C:26]([F:27])([F:29])[F:28])[CH:19]=1)([OH:4])=[O:2], predict the reactants needed to synthesize it. The reactants are: C[O:2][C:3]([C:5]1[CH:6]=[C:7]2[C:11](=[CH:12][CH:13]=1)[NH:10][CH:9]=[C:8]2[CH2:14][CH2:15][NH:16][CH2:17][C:18]1[CH:23]=[CH:22][CH:21]=[C:20]([O:24][CH2:25][C:26]([F:29])([F:28])[F:27])[CH:19]=1)=[O:4].Cl. (4) Given the product [C:21]1([C:15]2[O:14][N:13]=[C:12]([C:11]3[O:10][N:9]=[C:8]4[C:27]5[C:4]([CH2:5][CH2:6][C:7]=34)=[CH:3][C:2]([CH:37]3[CH2:38][CH2:39][C:35](=[O:40])[CH2:36]3)=[CH:29][CH:28]=5)[C:16]=2[C:17]([F:19])([F:20])[F:18])[CH:26]=[CH:25][CH:24]=[CH:23][CH:22]=1, predict the reactants needed to synthesize it. The reactants are: I[C:2]1[CH:3]=[C:4]2[C:27](=[CH:28][CH:29]=1)[C:8]1=[N:9][O:10][C:11]([C:12]3[C:16]([C:17]([F:20])([F:19])[F:18])=[C:15]([C:21]4[CH:26]=[CH:25][CH:24]=[CH:23][CH:22]=4)[O:14][N:13]=3)=[C:7]1[CH2:6][CH2:5]2.C([O-])(=O)C.[K+].[CH:35]1([OH:40])[CH2:39][CH2:38][CH:37]=[CH:36]1. (5) Given the product [CH2:21]([C:3]1[C:4]([N:14]2[CH2:19][CH2:18][CH2:17][CH2:16][C:15]2=[O:20])=[N:5][C:6]2[C:11]([C:2]=1[NH:35][C:31]1[CH:32]=[N:33][CH:34]=[C:29]([N:26]3[CH2:27][CH2:28][O:23][CH2:24][CH2:25]3)[CH:30]=1)=[C:10]([F:12])[CH:9]=[C:8]([F:13])[CH:7]=2)[CH3:22], predict the reactants needed to synthesize it. The reactants are: Cl[C:2]1[C:11]2[C:6](=[CH:7][C:8]([F:13])=[CH:9][C:10]=2[F:12])[N:5]=[C:4]([N:14]2[CH2:19][CH2:18][CH2:17][CH2:16][C:15]2=[O:20])[C:3]=1[CH2:21][CH3:22].[O:23]1[CH2:28][CH2:27][N:26]([C:29]2[CH:30]=[C:31]([NH2:35])[CH:32]=[N:33][CH:34]=2)[CH2:25][CH2:24]1. (6) Given the product [N:30]1([C:2]2[N:10]=[C:9]([Sn:11]([CH2:20][CH2:21][CH2:22][CH3:23])([CH2:16][CH2:17][CH2:18][CH3:19])[CH2:12][CH2:13][CH2:14][CH3:15])[N:8]=[C:7]3[C:3]=2[N:4]=[CH:5][N:6]3[CH:24]2[CH2:29][CH2:28][CH2:27][CH2:26][O:25]2)[CH2:35][CH2:34][O:33][CH2:32][CH2:31]1, predict the reactants needed to synthesize it. The reactants are: Cl[C:2]1[N:10]=[C:9]([Sn:11]([CH2:20][CH2:21][CH2:22][CH3:23])([CH2:16][CH2:17][CH2:18][CH3:19])[CH2:12][CH2:13][CH2:14][CH3:15])[N:8]=[C:7]2[C:3]=1[N:4]=[CH:5][N:6]2[CH:24]1[CH2:29][CH2:28][CH2:27][CH2:26][O:25]1.[NH:30]1[CH2:35][CH2:34][O:33][CH2:32][CH2:31]1. (7) Given the product [Cl:17][C:2]1[CH:10]=[CH:9][C:5]([C:6]([NH:16][CH2:15][CH2:14][CH:11]2[CH2:13][CH2:12]2)=[O:7])=[CH:4][CH:3]=1, predict the reactants needed to synthesize it. The reactants are: Br[C:2]1[CH:10]=[CH:9][C:5]([C:6](Cl)=[O:7])=[CH:4][CH:3]=1.[CH:11]1([CH2:14][CH2:15][NH2:16])[CH2:13][CH2:12]1.[Cl:17]CCl.